Dataset: Catalyst prediction with 721,799 reactions and 888 catalyst types from USPTO. Task: Predict which catalyst facilitates the given reaction. Reactant: [C:1]([N:4]1[C@@:8]2([C:18]3[CH:23]=[C:22]([Br:24])[CH:21]=[CH:20][C:19]=3[F:25])[CH2:9][O:10][C@H:11]([C:12](N(OC)C)=[O:13])[C@H:7]2[CH2:6][O:5]1)(=[O:3])[CH3:2].[CH3:26][Mg]Br.CC1CCCO1.Cl. Product: [C:1]([N:4]1[C@@:8]2([C:18]3[CH:23]=[C:22]([Br:24])[CH:21]=[CH:20][C:19]=3[F:25])[CH2:9][O:10][C@H:11]([C:12](=[O:13])[CH3:26])[C@H:7]2[CH2:6][O:5]1)(=[O:3])[CH3:2]. The catalyst class is: 299.